Dataset: Reaction yield outcomes from USPTO patents with 853,638 reactions. Task: Predict the reaction yield, written as a fraction of the theoretical maximum amount of product (1.0 means a 100% yield; for example, 0.34 means a 34% yield). (1) The reactants are Br[CH2:2][C:3]1[N:4]=[C:5]([C:9]2[CH:14]=[CH:13][C:12]([Cl:15])=[CH:11][CH:10]=2)[O:6][C:7]=1[CH3:8].[F:16][C:17]1[C:25]([OH:26])=[CH:24][CH:23]=[C:22]([F:27])[C:18]=1[C:19]([NH2:21])=[O:20].C(=O)([O-])[O-].[K+].[K+]. The catalyst is CN(C=O)C. The product is [Cl:15][C:12]1[CH:13]=[CH:14][C:9]([C:5]2[O:6][C:7]([CH3:8])=[C:3]([CH2:2][O:26][C:25]3[C:17]([F:16])=[C:18]([C:22]([F:27])=[CH:23][CH:24]=3)[C:19]([NH2:21])=[O:20])[N:4]=2)=[CH:10][CH:11]=1. The yield is 0.0600. (2) The reactants are C1(P(C2CCCCC2)[C:8]2[CH:13]=[CH:12][CH:11]=[CH:10][C:9]=2[C:14]2C(C(C)C)=CC(C(C)C)=CC=2C(C)C)CCCCC1.[NH2:35][C:36]1[CH:44]=[CH:43][CH:42]=[CH:41][C:37]=1[C:38]([NH2:40])=[O:39].C([O-])([O-])=O.[K+].[K+].Cl[C:52]1[CH:57]=[CH:56][CH:55]=[CH:54][C:53]=1[CH3:58]. The catalyst is C1C=CC(/C=C/C(/C=C/C2C=CC=CC=2)=O)=CC=1.C1C=CC(/C=C/C(/C=C/C2C=CC=CC=2)=O)=CC=1.C1C=CC(/C=C/C(/C=C/C2C=CC=CC=2)=O)=CC=1.[Pd].[Pd]. The product is [CH3:14][C:9]1[CH:10]=[CH:11][CH:12]=[CH:13][C:8]=1[NH:35][C:36]1[CH:44]=[CH:43][CH:42]=[CH:41][C:37]=1[C:38]([NH2:40])=[O:39].[NH2:35][C:36]1[CH:44]=[CH:43][CH:42]=[CH:41][C:37]=1[C:38]([NH:40][C:52]1[CH:57]=[CH:56][CH:55]=[CH:54][C:53]=1[CH3:58])=[O:39]. The yield is 0.870. (3) The reactants are [C:1](=[NH:25])([O:3][CH2:4][CH2:5][C:6]1[CH:11]=[C:10]([F:12])[C:9]([O:13][C:14]2[CH:15]=[N:16][C:17]([C:20]([F:23])([F:22])[F:21])=[N:18][CH:19]=2)=[C:8]([F:24])[CH:7]=1)[NH2:2].FC(F)(F)C([O-])=O.[CH:33]([CH:35]([CH2:40][C:41]1[CH:42]=[N:43][CH:44]=[N:45][CH:46]=1)[C:36](OC)=O)=[O:34].C([O-])([O-])=O.[K+].[K+]. The catalyst is O1CCOCC1. The product is [F:12][C:10]1[CH:11]=[C:6]([CH:7]=[C:8]([F:24])[C:9]=1[O:13][C:14]1[CH:19]=[N:18][C:17]([C:20]([F:21])([F:22])[F:23])=[N:16][CH:15]=1)[CH2:5][CH2:4][O:3][C:1]1[NH:2][CH:36]=[C:35]([CH2:40][C:41]2[CH:46]=[N:45][CH:44]=[N:43][CH:42]=2)[C:33](=[O:34])[N:25]=1. The yield is 0.338. (4) The reactants are Cl[C:2]1[C:3]2[N:10]=[CH:9][N:8]([CH:11]3[CH2:14][CH2:13][CH2:12]3)[C:4]=2[N:5]=[N:6][CH:7]=1.[CH2:15]([S:17]([C:20]1[CH:25]=[CH:24][C:23]([C:26]2[C:31]([F:32])=[CH:30][CH:29]=[C:28](B3OC(C)(C)C(C)(C)O3)[CH:27]=2)=[CH:22][CH:21]=1)(=[O:19])=[O:18])[CH3:16]. No catalyst specified. The product is [CH:11]1([N:8]2[C:4]3[N:5]=[N:6][CH:7]=[C:2]([C:28]4[CH:27]=[C:26]([C:23]5[CH:24]=[CH:25][C:20]([S:17]([CH2:15][CH3:16])(=[O:18])=[O:19])=[CH:21][CH:22]=5)[C:31]([F:32])=[CH:30][CH:29]=4)[C:3]=3[N:10]=[CH:9]2)[CH2:14][CH2:13][CH2:12]1. The yield is 0.100.